Dataset: Catalyst prediction with 721,799 reactions and 888 catalyst types from USPTO. Task: Predict which catalyst facilitates the given reaction. (1) Reactant: [CH2:1]([C:6]1[CH:11]=[CH:10][C:9]([OH:12])=[CH:8][CH:7]=1)[CH2:2][CH2:3][CH2:4][CH3:5].Br[C:14]1[S:15][C:16]([Br:19])=[CH:17][N:18]=1.C([O-])([O-])=O.[K+].[K+].O. Product: [Br:19][C:16]1[S:15][C:14]([O:12][C:9]2[CH:8]=[CH:7][C:6]([CH2:1][CH2:2][CH2:3][CH2:4][CH3:5])=[CH:11][CH:10]=2)=[N:18][CH:17]=1. The catalyst class is: 197. (2) Reactant: [Cl:1][C:2]1[CH:52]=[CH:51][CH:50]=[CH:49][C:3]=1[O:4][CH2:5][CH2:6][CH2:7][O:8][C:9]1[CH:14]=[CH:13][C:12]([CH:15]2[CH:20]([O:21][CH2:22][C:23]3[CH:24]=[CH:25][C:26]4[O:31][CH2:30][CH2:29][N:28]([CH2:32][CH2:33][CH2:34][O:35][CH3:36])[C:27]=4[CH:37]=3)[CH2:19][N:18](C(OCC3C=CC=CC=3)=O)[CH2:17][CH:16]2[OH:48])=[CH:11][CH:10]=1.CO.[OH-].[K+]. Product: [Cl:1][C:2]1[CH:52]=[CH:51][CH:50]=[CH:49][C:3]=1[O:4][CH2:5][CH2:6][CH2:7][O:8][C:9]1[CH:10]=[CH:11][C:12]([CH:15]2[CH:20]([O:21][CH2:22][C:23]3[CH:24]=[CH:25][C:26]4[O:31][CH2:30][CH2:29][N:28]([CH2:32][CH2:33][CH2:34][O:35][CH3:36])[C:27]=4[CH:37]=3)[CH2:19][NH:18][CH2:17][CH:16]2[OH:48])=[CH:13][CH:14]=1. The catalyst class is: 38.